This data is from Reaction yield outcomes from USPTO patents with 853,638 reactions. The task is: Predict the reaction yield, written as a fraction of the theoretical maximum amount of product (1.0 means a 100% yield; for example, 0.34 means a 34% yield). The yield is 0.730. The reactants are [CH3:1][C:2]1[N:7]=[CH:6][C:5]([OH:8])=[CH:4][CH:3]=1.C([O-])([O-])=O.[Cs+].[Cs+].Br[CH2:16][CH2:17][CH2:18][S:19][C:20]1[C:29]2[C:24](=[CH:25][C:26]([C:30]([F:33])([F:32])[F:31])=[CH:27][CH:28]=2)[N:23]=[CH:22][CH:21]=1. The product is [CH3:1][C:2]1[N:7]=[CH:6][C:5]([O:8][CH2:16][CH2:17][CH2:18][S:19][C:20]2[C:29]3[C:24](=[CH:25][C:26]([C:30]([F:33])([F:31])[F:32])=[CH:27][CH:28]=3)[N:23]=[CH:22][CH:21]=2)=[CH:4][CH:3]=1. The catalyst is CN(C=O)C.